From a dataset of Reaction yield outcomes from USPTO patents with 853,638 reactions. Predict the reaction yield, written as a fraction of the theoretical maximum amount of product (1.0 means a 100% yield; for example, 0.34 means a 34% yield). (1) The reactants are CCN(C(C)C)C(C)C.[C:10]1([C:16]2[CH:20]=[C:19]([NH:21][C:22](=[O:27])[CH2:23][C:24]([OH:26])=O)[O:18][N:17]=2)[CH:15]=[CH:14][CH:13]=[CH:12][CH:11]=1.C1C=CC2N(O)N=NC=2C=1.Cl.[Br:39][C:40]1[CH:45]=[CH:44][CH:43]=[CH:42][C:41]=1[C:46]([N:48]1[CH2:53][CH2:52][NH:51][CH2:50][CH2:49]1)=[O:47]. The catalyst is CN(C=O)C.O. The product is [Br:39][C:40]1[CH:45]=[CH:44][CH:43]=[CH:42][C:41]=1[C:46]([N:48]1[CH2:49][CH2:50][N:51]([C:24](=[O:26])[CH2:23][C:22]([NH:21][C:19]2[O:18][N:17]=[C:16]([C:10]3[CH:11]=[CH:12][CH:13]=[CH:14][CH:15]=3)[CH:20]=2)=[O:27])[CH2:52][CH2:53]1)=[O:47]. The yield is 0.432. (2) The reactants are [CH2:1]([O:8][C:9]1[C:10]([O:17][CH3:18])=[CH:11][C:12]([Br:16])=[C:13]([OH:15])[CH:14]=1)[C:2]1[CH:7]=[CH:6][CH:5]=[CH:4][CH:3]=1.[H-].[Na+].[CH3:21]I. The catalyst is O. The product is [CH2:1]([O:8][C:9]1[CH:14]=[C:13]([O:15][CH3:21])[C:12]([Br:16])=[CH:11][C:10]=1[O:17][CH3:18])[C:2]1[CH:3]=[CH:4][CH:5]=[CH:6][CH:7]=1. The yield is 0.880. (3) The reactants are [CH3:1][N:2]([CH2:19][C:20]#[CH:21])[C:3](=[O:18])[O:4][CH2:5][C@H:6]([NH:13][C:14](=[O:17])[CH2:15]Cl)[C:7]1[CH:12]=[CH:11][CH:10]=[CH:9][CH:8]=1.[N-:22]=[N+:23]=[N-:24].[Na+].[Cl-].[N-]=[N+]=[N-]. The catalyst is CC(C)=O. The product is [CH3:1][N:2]([CH2:19][C:20]#[CH:21])[C:3](=[O:18])[O:4][CH2:5][C@H:6]([NH:13][C:14](=[O:17])[CH2:15][N:22]=[N+:23]=[N-:24])[C:7]1[CH:12]=[CH:11][CH:10]=[CH:9][CH:8]=1. The yield is 0.840.